Dataset: Peptide-MHC class I binding affinity with 185,985 pairs from IEDB/IMGT. Task: Regression. Given a peptide amino acid sequence and an MHC pseudo amino acid sequence, predict their binding affinity value. This is MHC class I binding data. (1) The peptide sequence is NIGCAVNTPV. The MHC is HLA-A02:06 with pseudo-sequence HLA-A02:06. The binding affinity (normalized) is 0.522. (2) The peptide sequence is PMQQLTQPL. The MHC is HLA-A69:01 with pseudo-sequence HLA-A69:01. The binding affinity (normalized) is 0.0847. (3) The peptide sequence is SPKIDRGWV. The MHC is HLA-A02:16 with pseudo-sequence HLA-A02:16. The binding affinity (normalized) is 0.0847. (4) The peptide sequence is ITNPFFYQM. The MHC is HLA-C15:02 with pseudo-sequence HLA-C15:02. The binding affinity (normalized) is 0.628. (5) The binding affinity (normalized) is 0.754. The MHC is Patr-B1301 with pseudo-sequence Patr-B1301. The peptide sequence is ALPPRAYAM.